This data is from Peptide-MHC class II binding affinity with 134,281 pairs from IEDB. The task is: Regression. Given a peptide amino acid sequence and an MHC pseudo amino acid sequence, predict their binding affinity value. This is MHC class II binding data. (1) The peptide sequence is CGGTGKNTIVIPKGD. The MHC is DRB1_1602 with pseudo-sequence DRB1_1602. The binding affinity (normalized) is 0. (2) The peptide sequence is ACPGTSVIIDGNCDGKK. The MHC is DRB1_0801 with pseudo-sequence DRB1_0801. The binding affinity (normalized) is 0. (3) The peptide sequence is RDLEVVAATPTSLLI. The MHC is DRB1_0802 with pseudo-sequence DRB1_0802. The binding affinity (normalized) is 0.443.